From a dataset of Catalyst prediction with 721,799 reactions and 888 catalyst types from USPTO. Predict which catalyst facilitates the given reaction. Reactant: [CH2:1]([O:8][C:9]([N:11]1[CH2:16][CH2:15][CH:14]([C@H:17]2[CH2:19][C@H:18]2[CH2:20][CH2:21][O:22][C:23]2[C:28]([F:29])=[CH:27][C:26]([CH2:30][C:31](O)=[O:32])=[C:25]([F:34])[CH:24]=2)[CH2:13][CH2:12]1)=[O:10])[C:2]1[CH:7]=[CH:6][CH:5]=[CH:4][CH:3]=1.[CH3:35][NH:36][CH3:37].C(N(CC)C(C)C)(C)C.CN(C(ON1N=NC2C=CC=NC1=2)=[N+](C)C)C.F[P-](F)(F)(F)(F)F. Product: [CH3:35][N:36]([CH3:37])[C:31](=[O:32])[CH2:30][C:26]1[C:25]([F:34])=[CH:24][C:23]([O:22][CH2:21][CH2:20][C@@H:18]2[CH2:19][C@@H:17]2[CH:14]2[CH2:15][CH2:16][N:11]([C:9]([O:8][CH2:1][C:2]3[CH:7]=[CH:6][CH:5]=[CH:4][CH:3]=3)=[O:10])[CH2:12][CH2:13]2)=[C:28]([F:29])[CH:27]=1. The catalyst class is: 3.